This data is from Reaction yield outcomes from USPTO patents with 853,638 reactions. The task is: Predict the reaction yield, written as a fraction of the theoretical maximum amount of product (1.0 means a 100% yield; for example, 0.34 means a 34% yield). (1) The reactants are [NH2:1][C:2]1[C:3]([C:9]([O:11][CH3:12])=[O:10])=[N:4][CH:5]=[C:6]([F:8])[CH:7]=1.C1C(=O)N([Br:20])C(=O)C1. The catalyst is C(#N)C. The product is [NH2:1][C:2]1[C:3]([C:9]([O:11][CH3:12])=[O:10])=[N:4][C:5]([Br:20])=[C:6]([F:8])[CH:7]=1. The yield is 0.410. (2) The reactants are [CH3:1][O:2][C:3]([C:5]1[CH:6]=[C:7]([C:14]2[CH:19]=[CH:18][C:17]([CH3:20])=[CH:16][CH:15]=2)[CH:8]=[C:9]([N+:11]([O-])=O)[CH:10]=1)=[O:4].Cl[Sn]Cl. The catalyst is CO. The product is [CH3:1][O:2][C:3]([C:5]1[CH:6]=[C:7]([C:14]2[CH:19]=[CH:18][C:17]([CH3:20])=[CH:16][CH:15]=2)[CH:8]=[C:9]([NH2:11])[CH:10]=1)=[O:4]. The yield is 0.950. (3) The reactants are [OH:1][C:2]1[C:9]([O:10][CH3:11])=[CH:8][C:5]([CH:6]=[O:7])=[CH:4][C:3]=1[O:12][CH3:13].C([O-])([O-])=O.[Cs+].[Cs+].Br[CH2:21][CH:22]1[CH2:25][CH2:24][CH2:23]1.O. The catalyst is CN(C=O)C. The product is [CH:22]1([CH2:21][O:1][C:2]2[C:3]([O:12][CH3:13])=[CH:4][C:5]([CH:6]=[O:7])=[CH:8][C:9]=2[O:10][CH3:11])[CH2:25][CH2:24][CH2:23]1. The yield is 0.280.